From a dataset of Forward reaction prediction with 1.9M reactions from USPTO patents (1976-2016). Predict the product of the given reaction. (1) Given the reactants [CH3:1][N:2]([CH3:16])[C:3]1[C:11]2[CH:10]=[C:9]([C:12]([O:14]C)=[O:13])[S:8][C:7]=2[CH:6]=[CH:5][CH:4]=1.O.[OH-].[Li+].O.CO, predict the reaction product. The product is: [CH3:1][N:2]([CH3:16])[C:3]1[C:11]2[CH:10]=[C:9]([C:12]([OH:14])=[O:13])[S:8][C:7]=2[CH:6]=[CH:5][CH:4]=1. (2) Given the reactants [O:1]=[C:2]([CH2:10][CH2:11][CH2:12][CH2:13][C:14]1[CH:23]=[CH:22][C:21]2[CH2:20][CH2:19][CH2:18][NH:17][C:16]=2[N:15]=1)[CH2:3]P(=O)(OC)OC.[F:24][C:25]1[CH:34]=[C:33]2[C:28]([CH:29]=[C:30]([CH:35]=O)[CH:31]=[N:32]2)=[CH:27][CH:26]=1.[Li+].[Cl-].C1CCN2C(=NCCC2)CC1, predict the reaction product. The product is: [F:24][C:25]1[CH:34]=[C:33]2[C:28]([CH:29]=[C:30](/[CH:35]=[CH:3]/[C:2](=[O:1])[CH2:10][CH2:11][CH2:12][CH2:13][C:14]3[CH:23]=[CH:22][C:21]4[CH2:20][CH2:19][CH2:18][NH:17][C:16]=4[N:15]=3)[CH:31]=[N:32]2)=[CH:27][CH:26]=1. (3) The product is: [CH3:20][S:21]([O:19][CH2:18][CH2:17][O:16][CH2:15][CH2:14][O:13][CH2:12][CH2:11][C:1]12[CH2:10][CH:5]3[CH2:4][CH:3]([CH2:9][CH:7]([CH2:6]3)[CH2:8]1)[CH2:2]2)(=[O:23])=[O:22]. Given the reactants [C:1]12([CH2:11][CH2:12][O:13][CH2:14][CH2:15][O:16][CH2:17][CH2:18][OH:19])[CH2:10][CH:5]3[CH2:6][CH:7]([CH2:9][CH:3]([CH2:4]3)[CH2:2]1)[CH2:8]2.[CH3:20][S:21](Cl)(=[O:23])=[O:22].CCN(CC)CC.CCOC(C)=O, predict the reaction product. (4) Given the reactants Br[C:2]1[CH:7]=[CH:6][C:5]([CH2:8][CH2:9][C:10]([CH3:19])([S:15]([CH3:18])(=[O:17])=[O:16])[C:11]([O:13][CH3:14])=[O:12])=[CH:4][CH:3]=1.[C:20]([Si:22]([CH3:25])([CH3:24])[CH3:23])#[CH:21], predict the reaction product. The product is: [CH3:19][C:10]([S:15]([CH3:18])(=[O:17])=[O:16])([CH2:9][CH2:8][C:5]1[CH:6]=[CH:7][C:2]([C:21]#[C:20][Si:22]([CH3:25])([CH3:24])[CH3:23])=[CH:3][CH:4]=1)[C:11]([O:13][CH3:14])=[O:12]. (5) Given the reactants C1(P(C2C=CC=CC=2)C2C=CC=CC=2)C=CC=CC=1.[Cl:20][C:21]1[CH:48]=[CH:47][C:24]([C:25]([O:27][CH2:28][C@@H:29]2[C@@H:33]([O:34][C:35](=[O:43])[C:36]3[CH:41]=[CH:40][C:39]([Cl:42])=[CH:38][CH:37]=3)[C@:32]([F:45])([CH3:44])[C@H:31](O)[O:30]2)=[O:26])=[CH:23][CH:22]=1.C(Br)(Br)(Br)[Br:50].C1(P(=O)(C2C=CC=CC=2)C2C=CC=CC=2)C=CC=CC=1, predict the reaction product. The product is: [Cl:42][C:39]1[CH:40]=[CH:41][C:36]([C:35]([O:34][C@H:33]2[C@:32]([F:45])([CH3:44])[C@@H:31]([Br:50])[O:30][C@@H:29]2[CH2:28][O:27][C:25](=[O:26])[C:24]2[CH:47]=[CH:48][C:21]([Cl:20])=[CH:22][CH:23]=2)=[O:43])=[CH:37][CH:38]=1. (6) Given the reactants C1(P(C2C=CC=CC=2)C2C=CC=CC=2)C=CC=CC=1.BrN1C(=O)CCC1=O.[C:28]([C:30]1[CH:31]=[C:32]([CH:40]([CH2:44][CH:45]2[CH2:49][CH2:48][CH2:47][CH2:46]2)[C:41](O)=[O:42])[CH:33]=[CH:34][C:35]=1[S:36]([CH3:39])(=[O:38])=[O:37])#[N:29].[NH2:50][C:51]1[CH:56]=[CH:55][CH:54]=[CH:53][N:52]=1, predict the reaction product. The product is: [C:28]([C:30]1[CH:31]=[C:32]([CH:40]([CH2:44][CH:45]2[CH2:46][CH2:47][CH2:48][CH2:49]2)[C:41]([NH:50][C:51]2[CH:56]=[CH:55][CH:54]=[CH:53][N:52]=2)=[O:42])[CH:33]=[CH:34][C:35]=1[S:36]([CH3:39])(=[O:38])=[O:37])#[N:29].